Dataset: Reaction yield outcomes from USPTO patents with 853,638 reactions. Task: Predict the reaction yield, written as a fraction of the theoretical maximum amount of product (1.0 means a 100% yield; for example, 0.34 means a 34% yield). The reactants are [C:1]([C:5]1[CH:10]=[CH:9][C:8]([N+:11]([O-:13])=[O:12])=[CH:7][C:6]=1[CH2:14][NH2:15])([CH3:4])([CH3:3])[CH3:2].[CH3:16][C:17]([O:20][C:21](O[C:21]([O:20][C:17]([CH3:19])([CH3:18])[CH3:16])=[O:22])=[O:22])([CH3:19])[CH3:18]. The catalyst is C1COCC1.O. The product is [C:1]([C:5]1[CH:10]=[CH:9][C:8]([N+:11]([O-:13])=[O:12])=[CH:7][C:6]=1[CH2:14][NH:15][C:21](=[O:22])[O:20][C:17]([CH3:19])([CH3:18])[CH3:16])([CH3:4])([CH3:2])[CH3:3]. The yield is 0.780.